From a dataset of Reaction yield outcomes from USPTO patents with 853,638 reactions. Predict the reaction yield, written as a fraction of the theoretical maximum amount of product (1.0 means a 100% yield; for example, 0.34 means a 34% yield). (1) The reactants are [C:1]([O:5][C:6]([N:8]1[CH2:13][CH2:12][CH:11]([C:14]([C:17]2[CH:22]=[CH:21][CH:20]=[C:19]([O:23][CH3:24])[C:18]=2F)=[N:15][OH:16])[CH2:10][CH2:9]1)=[O:7])([CH3:4])([CH3:3])[CH3:2].CC(C)([O-])C.[K+]. The catalyst is C1COCC1.C(OCC)(=O)C. The product is [C:1]([O:5][C:6]([N:8]1[CH2:13][CH2:12][CH:11]([C:14]2[C:17]3[CH:22]=[CH:21][CH:20]=[C:19]([O:23][CH3:24])[C:18]=3[O:16][N:15]=2)[CH2:10][CH2:9]1)=[O:7])([CH3:4])([CH3:3])[CH3:2]. The yield is 0.640. (2) The reactants are [Cl:1][C:2]1[CH:7]=[CH:6][CH:5]=[C:4]([Cl:8])[C:3]=1[N:9]1[C:14](=[O:15])[CH2:13][C:12](=[O:16])[N:11]([C:17]2[C:22]([Cl:23])=[CH:21][CH:20]=[CH:19][C:18]=2[Cl:24])[C:10]1=[O:25].C(N(C(C)C)CC)(C)C.[N:35]([CH2:38][C:39]([O:41]CC)=[O:40])=[C:36]=[O:37]. The catalyst is ClCCl. The product is [Cl:23][C:22]1[CH:21]=[CH:20][CH:19]=[C:18]([Cl:24])[C:17]=1[N:11]1[C:12]([OH:16])=[C:13]([C:36]([NH:35][CH2:38][C:39]([OH:41])=[O:40])=[O:37])[C:14](=[O:15])[N:9]([C:3]2[C:2]([Cl:1])=[CH:7][CH:6]=[CH:5][C:4]=2[Cl:8])[C:10]1=[O:25]. The yield is 0.550. (3) The reactants are [N:1]1([C:11]([O:13][C:14]([CH3:17])([CH3:16])[CH3:15])=[O:12])[CH2:6][CH2:5][CH:4]([C:7]([O:9][CH3:10])=[O:8])[CH2:3][CH2:2]1.[Cl:18][C:19]1[C:24](Cl)=[N:23][CH:22]=[CH:21][N:20]=1.[Li+].C[Si]([N-][Si](C)(C)C)(C)C.O. The catalyst is C1COCC1. The product is [Cl:18][C:19]1[C:24]([C:4]2([C:7]([O:9][CH3:10])=[O:8])[CH2:3][CH2:2][N:1]([C:11]([O:13][C:14]([CH3:17])([CH3:16])[CH3:15])=[O:12])[CH2:6][CH2:5]2)=[N:23][CH:22]=[CH:21][N:20]=1. The yield is 0.950. (4) The product is [CH3:43][S:40]([CH2:38][CH2:39][N:1]1[CH2:2][CH2:3][CH:4]([C:7]2[CH:8]=[CH:9][C:10]3[O:19][CH2:18][CH2:17][C:16]4[N:12]([N:13]=[C:14]([C:20]5[N:21]([CH2:25][C:26]([F:29])([F:27])[F:28])[N:22]=[CH:23][N:24]=5)[CH:15]=4)[C:11]=3[CH:30]=2)[CH2:5][CH2:6]1)(=[O:42])=[O:41]. The reactants are [NH:1]1[CH2:6][CH2:5][CH:4]([C:7]2[CH:8]=[CH:9][C:10]3[O:19][CH2:18][CH2:17][C:16]4[N:12]([N:13]=[C:14]([C:20]5[N:21]([CH2:25][C:26]([F:29])([F:28])[F:27])[N:22]=[CH:23][N:24]=5)[CH:15]=4)[C:11]=3[CH:30]=2)[CH2:3][CH2:2]1.C(N(CC)CC)C.[CH:38]([S:40]([CH:43]=C)(=[O:42])=[O:41])=[CH2:39].CO. The catalyst is C(Cl)Cl. The yield is 0.850. (5) The reactants are [CH3:1][O:2][C:3]1[CH:4]=[C:5]2[C:10](=[CH:11][C:12]=1[O:13][CH2:14][CH2:15][CH2:16][N:17]1[CH2:21][CH2:20][CH2:19][CH2:18]1)[NH:9][CH:8]=[CH:7][C:6]2=O.P(Cl)(Cl)([Cl:25])=O.[OH-].[K+]. The catalyst is C(#N)C. The product is [Cl:25][C:6]1[C:5]2[C:10](=[CH:11][C:12]([O:13][CH2:14][CH2:15][CH2:16][N:17]3[CH2:21][CH2:20][CH2:19][CH2:18]3)=[C:3]([O:2][CH3:1])[CH:4]=2)[N:9]=[CH:8][CH:7]=1. The yield is 0.873. (6) The product is [CH3:1][O:2][C:3]1[C:12]([C:21]([O:23][CH2:24][CH3:25])=[O:22])=[C:11]([O:13][CH3:14])[C:10]2[C:5](=[CH:6][CH:7]=[CH:8][CH:9]=2)[N:4]=1. The reactants are [CH3:1][O:2][C:3]1[CH:12]=[C:11]([O:13][CH3:14])[C:10]2[C:5](=[CH:6][CH:7]=[CH:8][CH:9]=2)[N:4]=1.[Li]CCCC.Cl[C:21]([O:23][CH2:24][CH3:25])=[O:22].O. The yield is 0.600. The catalyst is C1COCC1.